Dataset: Forward reaction prediction with 1.9M reactions from USPTO patents (1976-2016). Task: Predict the product of the given reaction. (1) Given the reactants [NH2:1][C:2]1[CH:7]=[CH:6][C:5]([N:8]2[CH2:13][CH2:12][CH:11]([C:14]3[O:18][C:17](=[O:19])[N:16]([CH2:20][CH3:21])[N:15]=3)[CH2:10][CH2:9]2)=[CH:4][CH:3]=1.[N+:22]([C:25]1[O:29][C:28]([CH:30]=O)=[CH:27][CH:26]=1)([O-:24])=[O:23], predict the reaction product. The product is: [CH2:20]([N:16]1[N:15]=[C:14]([CH:11]2[CH2:10][CH2:9][N:8]([C:5]3[CH:4]=[CH:3][C:2](/[N:1]=[CH:30]/[C:28]4[O:29][C:25]([N+:22]([O-:24])=[O:23])=[CH:26][CH:27]=4)=[CH:7][CH:6]=3)[CH2:13][CH2:12]2)[O:18][C:17]1=[O:19])[CH3:21]. (2) Given the reactants Br[C:2]1[N:7]=[CH:6][C:5]([NH:8][C:9](=[O:15])[O:10][C:11]([CH3:14])([CH3:13])[CH3:12])=[CH:4][CH:3]=1.C[Sn](C)C.C[Sn](C)C.Br[C:25]1[CH:26]=[N:27][CH:28]=[C:29]([CH:35]=1)[C:30]([O:32][CH2:33][CH3:34])=[O:31], predict the reaction product. The product is: [C:11]([O:10][C:9]([NH:8][C:5]1[CH:4]=[CH:3][C:2]([C:25]2[CH:26]=[N:27][CH:28]=[C:29]([C:30]([O:32][CH2:33][CH3:34])=[O:31])[CH:35]=2)=[N:7][CH:6]=1)=[O:15])([CH3:14])([CH3:13])[CH3:12]. (3) Given the reactants [Cl:1][CH2:2][C:3]1[NH:12][C:11](=O)[C:10]2[C:5](=[CH:6][CH:7]=[CH:8][CH:9]=2)[N:4]=1.COC(=O)[C:17]1[CH:22]=[CH:21][CH:20]=[CH:19][C:18]=1[NH2:23].Cl[CH2:26]C#N.Cl.[O:30]1CCOC[CH2:31]1, predict the reaction product. The product is: [Cl:1][CH2:2][C:3]1[N:12]=[C:11]([N:23]([C:18]2[CH:17]=[CH:22][C:21]([O:30][CH3:31])=[CH:20][CH:19]=2)[CH3:26])[C:10]2[C:5](=[CH:6][CH:7]=[CH:8][CH:9]=2)[N:4]=1. (4) Given the reactants Br[CH:2]([C:6]1[CH:11]=[CH:10][CH:9]=[C:8]([O:12][CH3:13])[CH:7]=1)[C:3](=O)[CH3:4].[NH2:14][C:15]([NH2:17])=[S:16], predict the reaction product. The product is: [CH3:13][O:12][C:8]1[CH:7]=[C:6]([C:2]2[S:16][C:15]([NH2:17])=[N:14][C:3]=2[CH3:4])[CH:11]=[CH:10][CH:9]=1. (5) Given the reactants [CH:1]([N:4]1[CH2:9][CH2:8][N:7]([C:10]([C@H:12]2[CH2:17][CH2:16][C@@H:15]([OH:18])[CH2:14][CH2:13]2)=[O:11])[CH2:6][CH2:5]1)([CH3:3])[CH3:2].[C:19]([C:21]1[CH:26]=[CH:25][C:24](O)=[CH:23][CH:22]=1)#[N:20].N(C(OC(C)(C)C)=O)=NC(OC(C)(C)C)=O, predict the reaction product. The product is: [C:19]([C:21]1[CH:26]=[CH:25][C:24]([O:18][C@H:15]2[CH2:14][CH2:13][C@H:12]([C:10]([N:7]3[CH2:8][CH2:9][N:4]([CH:1]([CH3:3])[CH3:2])[CH2:5][CH2:6]3)=[O:11])[CH2:17][CH2:16]2)=[CH:23][CH:22]=1)#[N:20]. (6) Given the reactants [OH-].[Na+:2].[Na+].[OH:4][C:5]1[CH:10]=[CH:9][C:8]([S:11]([O-:14])(=[O:13])=[O:12])=[CH:7][CH:6]=1.Cl[CH2:16][C:17]1[C:26]2[C:21](=[CH:22][CH:23]=[CH:24][CH:25]=2)[N:20]=[C:19]([CH3:27])[CH:18]=1.[I-].[Na+], predict the reaction product. The product is: [Na+:2].[CH3:27][C:19]1[CH:18]=[C:17]([CH2:16][O:4][C:5]2[CH:10]=[CH:9][C:8]([S:11]([O-:14])(=[O:12])=[O:13])=[CH:7][CH:6]=2)[C:26]2[C:21](=[CH:22][CH:23]=[CH:24][CH:25]=2)[N:20]=1. (7) Given the reactants FC1[CH:3]=[C:4]([CH:9]2[CH2:14][C:13](=O)[CH2:12][CH2:11][N:10]2[C:16]([O:18][CH2:19][C:20]2[CH:25]=[CH:24][CH:23]=[CH:22][CH:21]=2)=[O:17])[CH:5]=C(F)C=1.ClC1C=CC(C2CC(=O)CC[N:34]2[C:40](OCC2C=CC=CC=2)=O)=CC=1.FC1C=C([Mg]Br)C=C(F)C=1.O.NN.[NH:63]1CCC(=O)CC1, predict the reaction product. The product is: [CH:4]([CH:9]1[N:10]([C:16]([O:18][CH2:19][C:20]2[CH:21]=[CH:22][CH:23]=[CH:24][CH:25]=2)=[O:17])[CH2:11][C:12]2[CH:40]=[N:34][NH:63][C:13]=2[CH2:14]1)([CH3:3])[CH3:5].